From a dataset of Forward reaction prediction with 1.9M reactions from USPTO patents (1976-2016). Predict the product of the given reaction. (1) Given the reactants [C@@H:1]([N:5]1[C:13]2[CH:12]=[C:11]([Cl:14])[N:10]=[CH:9][C:8]=2[C:7](I)=[N:6]1)([CH2:3][CH3:4])[CH3:2].[NH:16]1[CH2:20][CH2:19][C@@H:18]([OH:21])[CH2:17]1, predict the reaction product. The product is: [C@@H:1]([N:5]1[C:13]2[CH:12]=[C:11]([Cl:14])[N:10]=[CH:9][C:8]=2[C:7]([N:16]2[CH2:20][CH2:19][C@@H:18]([OH:21])[CH2:17]2)=[N:6]1)([CH2:3][CH3:4])[CH3:2]. (2) Given the reactants [CH3:1][C:2]1[CH:3]=[C:4]2[C:8](=[CH:9][CH:10]=1)[NH:7][C:6]([C:11]([NH:13][NH:14][C:15](=[O:25])[C:16]1[CH:21]=[C:20]([F:22])[C:19]([F:23])=[CH:18][C:17]=1[NH2:24])=[O:12])=[CH:5]2.O.[C:27]1([S:33]([OH:36])(=[O:35])=[O:34])[CH:32]=[CH:31][CH:30]=[CH:29][CH:28]=1, predict the reaction product. The product is: [C:27]1([S:33]([OH:36])(=[O:35])=[O:34])[CH:32]=[CH:31][CH:30]=[CH:29][CH:28]=1.[CH3:1][C:2]1[CH:3]=[C:4]2[C:8](=[CH:9][CH:10]=1)[NH:7][C:6]([C:11]([NH:13][NH:14][C:15](=[O:25])[C:16]1[CH:21]=[C:20]([F:22])[C:19]([F:23])=[CH:18][C:17]=1[NH2:24])=[O:12])=[CH:5]2.